Predict the product of the given reaction. From a dataset of Forward reaction prediction with 1.9M reactions from USPTO patents (1976-2016). (1) Given the reactants [CH:1](OCC)=[O:2].C[O-].[Na+].[Si:9]([O:16][CH2:17][CH2:18][CH2:19][C:20]1([CH3:33])[CH2:29][C:28](=[O:30])[C:27]2[C:22](=[CH:23][CH:24]=[C:25]([O:31][CH3:32])[CH:26]=2)[O:21]1)([C:12]([CH3:15])([CH3:14])[CH3:13])([CH3:11])[CH3:10], predict the reaction product. The product is: [Si:9]([O:16][CH2:17][CH2:18][CH2:19][C:20]1([CH3:33])[CH:29]([CH:1]=[O:2])[C:28](=[O:30])[C:27]2[C:22](=[CH:23][CH:24]=[C:25]([O:31][CH3:32])[CH:26]=2)[O:21]1)([C:12]([CH3:14])([CH3:13])[CH3:15])([CH3:10])[CH3:11]. (2) Given the reactants [N+:1]([C:4]1[CH:13]=[CH:12][CH:11]=[C:10]2[C:5]=1[CH2:6][CH2:7][NH:8][CH2:9]2)([O-:3])=[O:2].[N+:14]([O-])([OH:16])=[O:15].[OH-].[Na+].ClCCl, predict the reaction product. The product is: [N+:1]([C:4]1[CH:13]=[C:12]([N+:14]([O-:16])=[O:15])[CH:11]=[C:10]2[C:5]=1[CH2:6][CH2:7][NH:8][CH2:9]2)([O-:3])=[O:2].